This data is from Full USPTO retrosynthesis dataset with 1.9M reactions from patents (1976-2016). The task is: Predict the reactants needed to synthesize the given product. Given the product [CH3:1][O:2][CH2:3][C:4]([N:33]1[CH2:34][CH2:35][N:30]([C:28]([C:22]2([C:19]3[CH:20]=[CH:21][C:16]([O:15][CH2:14][CH2:13][CH2:12][N:7]4[CH2:8][CH2:9][CH2:10][CH2:11]4)=[CH:17][CH:18]=3)[CH2:23][CH2:24][O:25][CH2:26][CH2:27]2)=[O:29])[CH2:31][CH2:32]1)=[O:5], predict the reactants needed to synthesize it. The reactants are: [CH3:1][O:2][CH2:3][C:4](Cl)=[O:5].[N:7]1([CH2:12][CH2:13][CH2:14][O:15][C:16]2[CH:21]=[CH:20][C:19]([C:22]3([C:28]([N:30]4[CH2:35][CH2:34][NH:33][CH2:32][CH2:31]4)=[O:29])[CH2:27][CH2:26][O:25][CH2:24][CH2:23]3)=[CH:18][CH:17]=2)[CH2:11][CH2:10][CH2:9][CH2:8]1.C(N(CC)C(C)C)(C)C.